From a dataset of Forward reaction prediction with 1.9M reactions from USPTO patents (1976-2016). Predict the product of the given reaction. (1) Given the reactants [NH2:1][C@@H:2]([CH3:33])[C:3]([NH:5][C@@H:6]([CH2:24][C:25]1[CH:30]=[CH:29][C:28]([O:31][CH3:32])=[CH:27][CH:26]=1)[C:7]([NH:9][C@@H:10]([CH2:17][C:18]1[CH:23]=[CH:22][CH:21]=[CH:20][CH:19]=1)[C:11]([C@@:13]1([CH3:16])[CH2:15][O:14]1)=[O:12])=[O:8])=[O:4].[O:34]1[CH2:38][CH2:37][CH2:36][C@@H:35]1[C:39](O)=[O:40].CN(C(ON1N=NC2C=CC=NC1=2)=[N+](C)C)C.F[P-](F)(F)(F)(F)F.CCN(C(C)C)C(C)C, predict the reaction product. The product is: [CH3:32][O:31][C:28]1[CH:29]=[CH:30][C:25]([CH2:24][C@H:6]([NH:5][C:3](=[O:4])[C@@H:2]([NH:1][C:39]([C@H:35]2[CH2:36][CH2:37][CH2:38][O:34]2)=[O:40])[CH3:33])[C:7]([NH:9][C@@H:10]([CH2:17][C:18]2[CH:19]=[CH:20][CH:21]=[CH:22][CH:23]=2)[C:11]([C@@:13]2([CH3:16])[CH2:15][O:14]2)=[O:12])=[O:8])=[CH:26][CH:27]=1. (2) Given the reactants S1[CH2:6][CH2:5][C:4](=[O:7])[CH2:3][CH2:2]1.O[O:9][S:10]([O-:12])=O.[K+].C([O-])(O)=O.[Na+], predict the reaction product. The product is: [O:9]=[S:10]1(=[O:12])[CH2:6][CH2:5][C:4](=[O:7])[CH2:3][CH2:2]1. (3) Given the reactants Cl.[N+:2]([C:5]1[CH:10]=[CH:9][C:8]([CH2:11][CH2:12][NH2:13])=[CH:7][CH:6]=1)([O-:4])=[O:3].C(N(CC)CC)C.[F:21][C:22]1[CH:23]=[C:24]([S:29](Cl)(=[O:31])=[O:30])[CH:25]=[CH:26][C:27]=1[CH3:28], predict the reaction product. The product is: [F:21][C:22]1[CH:23]=[C:24]([S:29]([NH:13][CH2:12][CH2:11][C:8]2[CH:7]=[CH:6][C:5]([N+:2]([O-:4])=[O:3])=[CH:10][CH:9]=2)(=[O:31])=[O:30])[CH:25]=[CH:26][C:27]=1[CH3:28]. (4) Given the reactants [Li+].CC([N-]C(C)C)C.[C:9](#[N:11])[CH3:10].[CH3:12][NH:13][C:14]([C:16]1[CH:17]=[C:18]([CH2:22][CH2:23][C:24](OC)=O)[CH:19]=[CH:20][CH:21]=1)=[O:15].Cl.[NH2:29][NH2:30], predict the reaction product. The product is: [NH2:11][C:9]1[NH:30][N:29]=[C:24]([CH2:23][CH2:22][C:18]2[CH:17]=[C:16]([CH:21]=[CH:20][CH:19]=2)[C:14]([NH:13][CH3:12])=[O:15])[CH:10]=1. (5) Given the reactants [OH:1][C:2]1[C:7]([CH:8]=[O:9])=[CH:6][C:5]([O:10][CH3:11])=[N:4][CH:3]=1.Cl.Cl[CH2:14][C:15]1[C:16]([C:21]2[CH:25]=[CH:24][N:23]([CH2:26][CH2:27][C:28]([O:30][CH3:31])=[O:29])[N:22]=2)=[N:17][CH:18]=[CH:19][CH:20]=1.C([O-])([O-])=O.[K+].[K+], predict the reaction product. The product is: [CH:8]([C:7]1[CH:6]=[C:5]([O:10][CH3:11])[N:4]=[CH:3][C:2]=1[O:1][CH2:14][C:15]1[C:16]([C:21]2[CH:25]=[CH:24][N:23]([CH2:26][CH2:27][C:28]([O:30][CH3:31])=[O:29])[N:22]=2)=[N:17][CH:18]=[CH:19][CH:20]=1)=[O:9]. (6) Given the reactants [CH2:1]([C@@H:8]1[NH:13][C:12](=O)[CH2:11][NH:10][C:9]1=O)[C:2]1[CH:7]=[CH:6][CH:5]=[CH:4][CH:3]=1.[H-].[Al+3].[Li+].[H-].[H-].[H-], predict the reaction product. The product is: [CH2:1]([C@H:8]1[CH2:9][NH:10][CH2:11][CH2:12][NH:13]1)[C:2]1[CH:7]=[CH:6][CH:5]=[CH:4][CH:3]=1. (7) Given the reactants CC1(C)[O:6][C:5](=[CH:7][C:8]([N:10]([CH2:13][C:14]2[CH:19]=[CH:18][C:17]([F:20])=[CH:16][CH:15]=2)[O:11][CH3:12])=[O:9])[C:4](=[O:21])O1.[CH3:23][C:24]1[N:29]=[C:28]([S:30]([NH2:33])(=[O:32])=[O:31])[CH:27]=[CH:26][CH:25]=1, predict the reaction product. The product is: [F:20][C:17]1[CH:16]=[CH:15][C:14]([CH2:13][N:10]([O:11][CH3:12])[C:8](=[O:9])[CH:7]=[C:5]([OH:6])[C:4]([NH:33][S:30]([C:28]2[CH:27]=[CH:26][CH:25]=[C:24]([CH3:23])[N:29]=2)(=[O:32])=[O:31])=[O:21])=[CH:19][CH:18]=1. (8) Given the reactants [CH3:1][O:2][C:3]([C@@H:5]([N:9]([CH2:16][C:17]1[CH:22]=[CH:21][C:20](B(O)O)=[CH:19][CH:18]=1)[C:10](=[O:15])[CH2:11][CH2:12][CH2:13][CH3:14])[CH:6]([CH3:8])[CH3:7])=[O:4].Br[C:27]1[CH:32]=[CH:31][CH:30]=[CH:29][C:28]=1[C:33]1[N:37]([C:38]([C:51]2[CH:56]=[CH:55][CH:54]=[CH:53][CH:52]=2)([C:45]2[CH:50]=[CH:49][CH:48]=[CH:47][CH:46]=2)[C:39]2[CH:44]=[CH:43][CH:42]=[CH:41][CH:40]=2)[N:36]=[N:35][N:34]=1.C([O-])([O-])=O.[K+].[K+].C1(C)C=CC=CC=1, predict the reaction product. The product is: [C:10]([N:9]([CH2:16][C:17]1[CH:22]=[CH:21][C:20]([C:27]2[CH:32]=[CH:31][CH:30]=[CH:29][C:28]=2[C:33]2[N:37]([C:38]([C:51]3[CH:52]=[CH:53][CH:54]=[CH:55][CH:56]=3)([C:45]3[CH:46]=[CH:47][CH:48]=[CH:49][CH:50]=3)[C:39]3[CH:44]=[CH:43][CH:42]=[CH:41][CH:40]=3)[N:36]=[N:35][N:34]=2)=[CH:19][CH:18]=1)[C@H:5]([C:3]([O:2][CH3:1])=[O:4])[CH:6]([CH3:8])[CH3:7])(=[O:15])[CH2:11][CH2:12][CH2:13][CH3:14]. (9) Given the reactants [NH2:1][C:2]1([C:16]2[S:17][C:18]([C:21]3[CH:26]=[C:25]([CH3:27])[CH:24]=[C:23]([NH:28][C:29]4[CH:34]=[C:33]([C:35]([F:38])([F:37])[F:36])[CH:32]=[CH:31][N:30]=4)[N:22]=3)=[CH:19][N:20]=2)[CH2:11][CH2:10][CH2:9][C:8]2[CH:7]=[C:6]([C:12]([O:14]C)=[O:13])[CH:5]=[CH:4][C:3]1=2.[OH-].[Na+].FC(F)(F)C([O-])=O, predict the reaction product. The product is: [NH2:1][C:2]1([C:16]2[S:17][C:18]([C:21]3[CH:26]=[C:25]([CH3:27])[CH:24]=[C:23]([NH:28][C:29]4[CH:34]=[C:33]([C:35]([F:36])([F:38])[F:37])[CH:32]=[CH:31][N:30]=4)[N:22]=3)=[CH:19][N:20]=2)[CH2:11][CH2:10][CH2:9][C:8]2[CH:7]=[C:6]([C:12]([OH:14])=[O:13])[CH:5]=[CH:4][C:3]1=2. (10) Given the reactants [Br:1][C:2]1[CH:3]=[C:4]([Cl:21])[C:5]2[O:20][C:9]3[CH2:10][CH2:11][N:12]([C:15]([O:17][CH2:18][CH3:19])=[O:16])[CH:13]=[CH:14][C:8]=3[C:6]=2[CH:7]=1.FC(F)(F)C(O)=O.C([SiH](CC)CC)C, predict the reaction product. The product is: [Br:1][C:2]1[CH:3]=[C:4]([Cl:21])[C:5]2[O:20][C:9]3[CH2:10][CH2:11][N:12]([C:15]([O:17][CH2:18][CH3:19])=[O:16])[CH2:13][CH2:14][C:8]=3[C:6]=2[CH:7]=1.